From a dataset of Forward reaction prediction with 1.9M reactions from USPTO patents (1976-2016). Predict the product of the given reaction. (1) Given the reactants [OH:1][C:2]1[CH:7]=[CH:6][C:5]([CH2:8][C:9]([O:11][CH2:12][CH3:13])=[O:10])=[CH:4][CH:3]=1.[Br:14]Br, predict the reaction product. The product is: [Br:14][C:7]1[CH:6]=[C:5]([CH2:8][C:9]([O:11][CH2:12][CH3:13])=[O:10])[CH:4]=[CH:3][C:2]=1[OH:1]. (2) Given the reactants [CH:1]1([C:4]2[CH:9]=[CH:8][N:7]=[C:6]([CH2:10][C:11]([O:13]C)=O)[CH:5]=2)[CH2:3][CH2:2]1.[NH3:15], predict the reaction product. The product is: [CH:1]1([C:4]2[CH:9]=[CH:8][N:7]=[C:6]([CH2:10][C:11]([NH2:15])=[O:13])[CH:5]=2)[CH2:3][CH2:2]1. (3) Given the reactants Cl[C:2]1[N:3]=[C:4]([N:24]2[CH2:29][CH2:28][O:27][CH2:26][CH2:25]2)[C:5]2[N:11]=[C:10]([CH2:12][CH:13]3[CH2:18][CH2:17][N:16]([C:19](=[O:23])[CH:20]([CH3:22])[CH3:21])[CH2:15][CH2:14]3)[CH:9]=[CH:8][C:6]=2[N:7]=1.[Si]([N:37]1[C:45]2[C:40](=[C:41](B3OC(C)(C)C(C)(C)O3)[C:42]([F:46])=[CH:43][CH:44]=2)[CH:39]=[CH:38]1)(C(C)(C)C)(C)C, predict the reaction product. The product is: [F:46][C:42]1[C:41]([C:2]2[N:3]=[C:4]([N:24]3[CH2:29][CH2:28][O:27][CH2:26][CH2:25]3)[C:5]3[N:11]=[C:10]([CH2:12][CH:13]4[CH2:18][CH2:17][N:16]([C:19](=[O:23])[CH:20]([CH3:22])[CH3:21])[CH2:15][CH2:14]4)[CH:9]=[CH:8][C:6]=3[N:7]=2)=[C:40]2[C:45](=[CH:44][CH:43]=1)[NH:37][CH:38]=[CH:39]2. (4) Given the reactants P(Cl)(Cl)(Cl)(Cl)[Cl:2].[CH3:7][C:8]1([CH3:22])[NH:13][C:12](=O)[C:11]2[CH:15]=[CH:16][C:17]([N+:19]([O-:21])=[O:20])=[CH:18][C:10]=2[O:9]1, predict the reaction product. The product is: [Cl:2][C:12]1[C:11]2[CH:15]=[CH:16][C:17]([N+:19]([O-:21])=[O:20])=[CH:18][C:10]=2[O:9][C:8]([CH3:22])([CH3:7])[N:13]=1. (5) Given the reactants C([NH:8][C:9]1[N:14]=[CH:13][C:12]([C:15]2[N:16]=[N:17][N:18]([CH2:20][C:21]([O:23][CH2:24][CH3:25])=[O:22])[N:19]=2)=[CH:11][N:10]=1)C1C=CC=CC=1.[N+]([O-])([O-])=O.[NH4+].[Ce], predict the reaction product. The product is: [NH2:8][C:9]1[N:14]=[CH:13][C:12]([C:15]2[N:16]=[N:17][N:18]([CH2:20][C:21]([O:23][CH2:24][CH3:25])=[O:22])[N:19]=2)=[CH:11][N:10]=1. (6) Given the reactants [OH:1][CH2:2][CH2:3][CH:4]([C:6]1[CH:15]=[CH:14][C:9]([C:10]([O:12]C)=[O:11])=[CH:8][CH:7]=1)[CH3:5].O.[OH-].[Li+].Cl, predict the reaction product. The product is: [OH:1][CH2:2][CH2:3][CH:4]([C:6]1[CH:7]=[CH:8][C:9]([C:10]([OH:12])=[O:11])=[CH:14][CH:15]=1)[CH3:5].